From a dataset of Experimentally validated miRNA-target interactions with 360,000+ pairs, plus equal number of negative samples. Binary Classification. Given a miRNA mature sequence and a target amino acid sequence, predict their likelihood of interaction. The miRNA is hsa-miR-6823-3p with sequence UGAGCCUCUCCUUCCCUCCAG. The protein sequence of the target gene is MLSGAAGAARRGGAALAPSLTRSLAGTHAGADSCAGADKGSHKETIEERDKRQQRQQRQRQHQGCGAAGSGSDSPTSGPHPVPVLFPLALSLEEQPLPPLPLGRAPGLLAREGQGREALASPSSRGQMPIEIVCKIKFAEEDAKPKEKEAGDEQSLLGAVAPGAAPRDLATFASTSTLHGLGRACGPGPHGLRRTLWALALLTSLAAFLYQAAGLARGYLTRPHLVAMDPAAPAPVAGFPAVTLCNINRFRHSALSDADIFHLANLTGLPPKDRDGHRAAGLRYPEPDMVDILNRTGHQL.... Result: 1 (interaction).